Dataset: NCI-60 drug combinations with 297,098 pairs across 59 cell lines. Task: Regression. Given two drug SMILES strings and cell line genomic features, predict the synergy score measuring deviation from expected non-interaction effect. Cell line: SF-268. Drug 2: CC1=C(C=C(C=C1)NC(=O)C2=CC=C(C=C2)CN3CCN(CC3)C)NC4=NC=CC(=N4)C5=CN=CC=C5. Drug 1: C1CC(C1)(C(=O)O)C(=O)O.[NH2-].[NH2-].[Pt+2]. Synergy scores: CSS=9.09, Synergy_ZIP=-3.08, Synergy_Bliss=-1.19, Synergy_Loewe=-0.655, Synergy_HSA=0.484.